The task is: Regression. Given a peptide amino acid sequence and an MHC pseudo amino acid sequence, predict their binding affinity value. This is MHC class II binding data.. This data is from Peptide-MHC class II binding affinity with 134,281 pairs from IEDB. (1) The peptide sequence is RVWEQIFSTWLLKPG. The MHC is DRB1_0101 with pseudo-sequence DRB1_0101. The binding affinity (normalized) is 0.633. (2) The peptide sequence is VSATLEQDKCVTVMA. The MHC is DRB4_0101 with pseudo-sequence DRB4_0103. The binding affinity (normalized) is 0.0865. (3) The peptide sequence is EDKYFAATQFEPLAA. The MHC is HLA-DPA10201-DPB10501 with pseudo-sequence HLA-DPA10201-DPB10501. The binding affinity (normalized) is 0.633.